This data is from Full USPTO retrosynthesis dataset with 1.9M reactions from patents (1976-2016). The task is: Predict the reactants needed to synthesize the given product. (1) Given the product [OH:17][CH2:16][CH2:15][C:14]1[NH:9][C:6]2[C:5]([CH:13]=1)=[CH:4][C:3]([CH:1]=[O:2])=[CH:8][CH:7]=2, predict the reactants needed to synthesize it. The reactants are: [CH:1]([C:3]1[CH:8]=[CH:7][C:6]([NH:9]C(=O)C)=[C:5]([C:13]#[C:14][CH2:15][CH2:16][OH:17])[CH:4]=1)=[O:2].CCCC[N+](CCCC)(CCCC)CCCC.[F-]. (2) Given the product [C:1]([O:4][CH2:5][CH:6]([O:13][C:14](=[O:16])[CH3:15])[C:7](=[O:19])[C:8](=[O:10])[CH3:9])(=[O:3])[CH3:2], predict the reactants needed to synthesize it. The reactants are: [C:1]([O:4][CH2:5][CH:6]([O:13][C:14](=[O:16])[CH3:15])[C:7](=[N+]=[N-])[C:8](=[O:10])[CH3:9])(=[O:3])[CH3:2].CC(C)=[O:19].CC1(C)OO1. (3) Given the product [C:12]1([C:10]([C:7]2[CH:8]=[CH:9][C:4]([N+:1]([O-:3])=[O:2])=[CH:5][CH:6]=2)=[CH:10][C:7]2[CH:8]=[CH:9][C:4]([N+:1]([O-:3])=[O:2])=[CH:5][CH:6]=2)[CH:17]=[CH:16][CH:15]=[CH:14][CH:13]=1, predict the reactants needed to synthesize it. The reactants are: [N+:1]([C:4]1[CH:9]=[CH:8][C:7]([C:10]([C:12]2[CH:17]=[CH:16][CH:15]=[CH:14][CH:13]=2)=O)=[CH:6][CH:5]=1)([O-:3])=[O:2].[H-].[Na+]. (4) Given the product [CH2:6]([O:8][C:9](=[O:31])[CH:10]([C:12]1[C:21]([O:22][CH2:23][C:24]2[CH:29]=[CH:28][CH:27]=[CH:26][CH:25]=2)=[C:20]([Cl:30])[CH:19]=[C:18]2[C:13]=1[CH:14]=[CH:15][CH:16]=[N:17]2)[O:11][C:12]([CH3:21])([CH3:13])[CH3:10])[CH3:7], predict the reactants needed to synthesize it. The reactants are: Cl(O)(=O)(=O)=O.[CH2:6]([O:8][C:9](=[O:31])[CH:10]([C:12]1[C:21]([O:22][CH2:23][C:24]2[CH:29]=[CH:28][CH:27]=[CH:26][CH:25]=2)=[C:20]([Cl:30])[CH:19]=[C:18]2[C:13]=1[CH:14]=[CH:15][CH:16]=[N:17]2)[OH:11])[CH3:7]. (5) Given the product [CH3:1][O:2][C:3]1[C:4]([NH:15][C:16]([N:36]2[CH2:35][CH2:34][N:33]([C:25]3[CH:24]=[C:23]([O:22][CH3:21])[C:28]([O:29][CH3:30])=[C:27]([O:31][CH3:32])[CH:26]=3)[CH2:38][CH2:37]2)=[O:20])=[N:5][C:6]2[C:11]([N:12]=1)=[CH:10][C:9]([O:13][CH3:14])=[CH:8][CH:7]=2, predict the reactants needed to synthesize it. The reactants are: [CH3:1][O:2][C:3]1[C:4]([NH:15][C:16](=[O:20])OCC)=[N:5][C:6]2[C:11]([N:12]=1)=[CH:10][C:9]([O:13][CH3:14])=[CH:8][CH:7]=2.[CH3:21][O:22][C:23]1[CH:24]=[C:25]([N:33]2[CH2:38][CH2:37][NH:36][CH2:35][CH2:34]2)[CH:26]=[C:27]([O:31][CH3:32])[C:28]=1[O:29][CH3:30].